The task is: Predict the reaction yield, written as a fraction of the theoretical maximum amount of product (1.0 means a 100% yield; for example, 0.34 means a 34% yield).. This data is from Reaction yield outcomes from USPTO patents with 853,638 reactions. (1) The reactants are [CH3:1][C@@:2]12[C:21](OS(C(F)(F)F)(=O)=O)=[CH:20][CH2:19][C@H:3]1[C@H:4]1[C@H:9]([CH2:10][CH2:11]2)[C@:8]([CH2:13][CH2:14][C:15]([OH:17])=[O:16])([CH3:12])[C:7](=[O:18])[CH2:6][CH2:5]1.[N:30]1[CH:35]=[CH:34][CH:33]=[C:32](B(O)O)[CH:31]=1.C([O-])([O-])=O.[Na+].[Na+]. The catalyst is C1COCC1.Cl[Pd](Cl)([P](C1C=CC=CC=1)(C1C=CC=CC=1)C1C=CC=CC=1)[P](C1C=CC=CC=1)(C1C=CC=CC=1)C1C=CC=CC=1. The product is [CH3:1][C@@:2]12[C:21]([C:32]3[CH:31]=[N:30][CH:35]=[CH:34][CH:33]=3)=[CH:20][CH2:19][C@H:3]1[C@H:4]1[C@H:9]([CH2:10][CH2:11]2)[C@:8]([CH2:13][CH2:14][C:15]([OH:17])=[O:16])([CH3:12])[C:7](=[O:18])[CH2:6][CH2:5]1. The yield is 0.650. (2) The reactants are C([O:3][C:4]([C:6]1[CH:10]=[CH:9][N:8]([C:11]2[CH:16]=[CH:15][CH:14]=[CH:13][C:12]=2[CH3:17])[N:7]=1)=[O:5])C.[OH-].[Na+]. The catalyst is C1COCC1.CO.CCOC(C)=O. The product is [C:12]1([CH3:17])[CH:13]=[CH:14][CH:15]=[CH:16][C:11]=1[N:8]1[CH:9]=[CH:10][C:6]([C:4]([OH:5])=[O:3])=[N:7]1. The yield is 0.790. (3) The reactants are [O:1]=[C:2]1[C:10]2[C:5](=[CH:6][CH:7]=[CH:8][CH:9]=2)[C:4](=[O:11])[N:3]1[C:12]1[CH:17]=[CH:16][C:15]([S:18]([N:21]([CH3:23])[CH3:22])(=[O:20])=[O:19])=[CH:14][C:13]=1[OH:24].[C:25]([O-])([O-])=O.[K+].[K+].IC. The catalyst is CCO. The product is [O:11]=[C:4]1[C:5]2[C:10](=[CH:9][CH:8]=[CH:7][CH:6]=2)[C:2](=[O:1])[N:3]1[C:12]1[CH:17]=[CH:16][C:15]([S:18]([N:21]([CH3:22])[CH3:23])(=[O:19])=[O:20])=[CH:14][C:13]=1[O:24][CH3:25]. The yield is 0.580. (4) The reactants are [OH:1][CH:2]1[CH2:7][CH2:6][N:5]([C:8]2[CH:9]=[CH:10][C:11](=[O:14])[NH:12][N:13]=2)[CH2:4][CH2:3]1.CCN(C(C)C)C(C)C.[C:24](Cl)(=[O:35])[O:25][C:26]1[CH:31]=[CH:30][C:29]([N+:32]([O-:34])=[O:33])=[CH:28][CH:27]=1. The catalyst is N1C=CC=CC=1. The product is [C:24](=[O:35])([O:1][CH:2]1[CH2:7][CH2:6][N:5]([C:8]2[CH:9]=[CH:10][C:11](=[O:14])[NH:12][N:13]=2)[CH2:4][CH2:3]1)[O:25][C:26]1[CH:27]=[CH:28][C:29]([N+:32]([O-:34])=[O:33])=[CH:30][CH:31]=1. The yield is 0.460. (5) The reactants are Cl[C:2]1[N:7]=[C:6]([Cl:8])[N:5]=[C:4]([N:9]2[CH2:14][CH2:13][O:12][CH2:11][CH2:10]2)[N:3]=1.[CH3:15][NH:16][C:17]([NH:19][C:20]1[CH:25]=[CH:24][C:23](B2OC(C)(C)C(C)(C)O2)=[CH:22][CH:21]=1)=[O:18].C([O-])([O-])=O.[Na+].[Na+]. The catalyst is COCCOC.C1C=CC([P]([Pd]([P](C2C=CC=CC=2)(C2C=CC=CC=2)C2C=CC=CC=2)([P](C2C=CC=CC=2)(C2C=CC=CC=2)C2C=CC=CC=2)[P](C2C=CC=CC=2)(C2C=CC=CC=2)C2C=CC=CC=2)(C2C=CC=CC=2)C2C=CC=CC=2)=CC=1. The product is [Cl:8][C:6]1[N:5]=[C:4]([N:9]2[CH2:14][CH2:13][O:12][CH2:11][CH2:10]2)[N:3]=[C:2]([C:23]2[CH:22]=[CH:21][C:20]([NH:19][C:17]([NH:16][CH3:15])=[O:18])=[CH:25][CH:24]=2)[N:7]=1. The yield is 0.340. (6) The reactants are [NH:1]([C:16]([O:18][C:19]([CH3:22])([CH3:21])[CH3:20])=[O:17])[C@H:2]([C:4]([NH:6][C@H:7]([C:13]([OH:15])=O)[CH2:8][CH2:9][CH2:10][CH2:11][NH2:12])=[O:5])[CH3:3].C1C=C[C:26]2N(O)N=N[C:27]=2[CH:28]=1.[CH2:33]1CCC(N=C=NC2CCCCC2)CC1.[F:48][C:49]1[C:54]([F:55])=[C:53]([C:56]#[C:57][C:58]2[CH:64]=[CH:63][C:61]([NH2:62])=[CH:60][CH:59]=2)[C:52]([F:65])=[C:51]([F:66])[N:50]=1.C([O:69][C:70](=[O:72])C)C. The catalyst is C(Cl)Cl. The product is [C:27]([O:72][C:70](=[O:69])[NH:12][CH2:11][CH2:10][CH2:9][CH2:8][CH:7]([NH:6][C:4](=[O:5])[CH:2]([NH:1][C:16]([O:18][C:19]([CH3:22])([CH3:21])[CH3:20])=[O:17])[CH3:3])[C:13](=[O:15])[NH:62][C:61]1[CH:63]=[CH:64][C:58]([C:57]#[C:56][C:53]2[C:52]([F:65])=[C:51]([F:66])[N:50]=[C:49]([F:48])[C:54]=2[F:55])=[CH:59][CH:60]=1)([CH3:26])([CH3:28])[CH3:33]. The yield is 0.520. (7) The reactants are [CH:1]1[C:6]([C:7]2[C:16](=[O:17])[C:15]3[C:14](O)=[CH:13][C:12](O)=[CH:11][C:10]=3[O:9][CH:8]=2)=[CH:5][CH:4]=[C:3](O)[CH:2]=1.C([O-])([O-])=O.[K+].[K+].CI. The catalyst is CC(C)=O. The product is [O:9]1[C:10]2[C:15](=[CH:14][CH:13]=[CH:12][CH:11]=2)[C:16](=[O:17])[C:7]([C:6]2[CH:1]=[CH:2][CH:3]=[CH:4][CH:5]=2)=[CH:8]1. The yield is 0.220. (8) The reactants are Cl[C:2]1[C:7]([CH:8]=[O:9])=[C:6]([N:10]2[CH2:23][CH2:22][N:13]3[C:14]4[CH2:15][CH2:16][CH2:17][CH2:18][C:19]=4[C:20]([F:21])=[C:12]3[C:11]2=[O:24])[N:5]=[CH:4][CH:3]=1.[CH3:25][N:26]1[CH:31]=[C:30](B2OC(C)(C)C(C)(C)O2)[CH:29]=[C:28]([NH:41][C:42]2[CH:47]=[CH:46][C:45]([N:48]3[CH2:53][CH2:52][N:51]([CH:54]4[CH2:57][O:56][CH2:55]4)[CH2:50][CH2:49]3)=[CH:44][N:43]=2)[C:27]1=[O:58].CC(O[Na])=O.[O-]P([O-])([O-])=O.[K+].[K+].[K+]. The catalyst is CC#N.O.C1C=CC(P(C2C=CC=CC=2)[C-]2C=CC=C2)=CC=1.C1C=CC(P(C2C=CC=CC=2)[C-]2C=CC=C2)=CC=1.Cl[Pd]Cl.[Fe+2]. The product is [F:21][C:20]1[C:19]2[CH2:18][CH2:17][CH2:16][CH2:15][C:14]=2[N:13]2[CH2:22][CH2:23][N:10]([C:6]3[N:5]=[CH:4][CH:3]=[C:2]([C:30]4[CH:29]=[C:28]([NH:41][C:42]5[CH:47]=[CH:46][C:45]([N:48]6[CH2:53][CH2:52][N:51]([CH:54]7[CH2:55][O:56][CH2:57]7)[CH2:50][CH2:49]6)=[CH:44][N:43]=5)[C:27](=[O:58])[N:26]([CH3:25])[CH:31]=4)[C:7]=3[CH:8]=[O:9])[C:11](=[O:24])[C:12]=12. The yield is 0.550. (9) The reactants are [CH3:1][N:2]1[C:7](=[O:8])[C:6]([C:9]2[CH:14]=[CH:13][C:12]([O:15][C:16]3[CH:21]=[CH:20][N:19]=[C:18]([C:22]4[CH:23]=[N:24][N:25]([CH3:27])[CH:26]=4)[CH:17]=3)=[C:11]([CH3:28])[N:10]=2)=[CH:5][N:4]=[C:3]1SC.[NH:31]1[CH2:35][CH2:34][CH2:33][CH2:32]1. No catalyst specified. The product is [CH3:1][N:2]1[C:7](=[O:8])[C:6]([C:9]2[CH:14]=[CH:13][C:12]([O:15][C:16]3[CH:21]=[CH:20][N:19]=[C:18]([C:22]4[CH:23]=[N:24][N:25]([CH3:27])[CH:26]=4)[CH:17]=3)=[C:11]([CH3:28])[N:10]=2)=[CH:5][N:4]=[C:3]1[N:31]1[CH2:35][CH2:34][CH2:33][CH2:32]1. The yield is 0.670.